Task: Predict the reactants needed to synthesize the given product.. Dataset: Full USPTO retrosynthesis dataset with 1.9M reactions from patents (1976-2016) (1) Given the product [N:15]1([C:2]2[CH:7]=[CH:6][C:5]([NH2:8])=[CH:4][C:3]=2[C:11]([F:14])([F:13])[F:12])[CH2:20][CH2:19][O:18][CH2:17][CH2:16]1, predict the reactants needed to synthesize it. The reactants are: F[C:2]1[CH:7]=[CH:6][C:5]([N+:8]([O-])=O)=[CH:4][C:3]=1[C:11]([F:14])([F:13])[F:12].[NH:15]1[CH2:20][CH2:19][O:18][CH2:17][CH2:16]1. (2) Given the product [Br:21][C:22]1[CH:23]=[C:24]2[C:29](=[CH:30][CH:31]=1)[C:28](=[O:32])[NH:27][C:26](=[O:33])/[C:25]/2=[CH:34]\[NH:1][CH2:2][C:3]1[CH:4]=[CH:5][C:6]([O:10][CH2:11][CH2:12][CH3:13])=[C:7]([OH:9])[CH:8]=1, predict the reactants needed to synthesize it. The reactants are: [NH2:1][CH2:2][C:3]1[CH:4]=[CH:5][C:6]([O:10][CH2:11][CH2:12][CH3:13])=[C:7]([OH:9])[CH:8]=1.C(N(CC)CC)C.[Br:21][C:22]1[CH:23]=[C:24]2[C:29](=[CH:30][CH:31]=1)[C:28](=[O:32])[NH:27][C:26](=[O:33])/[C:25]/2=[CH:34]/OC.O.